From a dataset of Forward reaction prediction with 1.9M reactions from USPTO patents (1976-2016). Predict the product of the given reaction. (1) Given the reactants [CH2:1]([N:8]1[CH2:13][CH2:12][CH2:11][CH:10]([O:14][C:15]2[CH:20]=[CH:19][C:18]([NH2:21])=[C:17]([CH2:22][S:23]([C:26]3[C:35]4[C:30](=[CH:31][CH:32]=[CH:33][CH:34]=4)[CH:29]=[CH:28][CH:27]=3)(=[O:25])=[O:24])[CH:16]=2)[CH2:9]1)[C:2]1[CH:7]=[CH:6][CH:5]=[CH:4][CH:3]=1.[N:36]([O-])=O.[Na+].C(=O)(O)[O-].[Na+], predict the reaction product. The product is: [CH2:1]([N:8]1[CH2:13][CH2:12][CH2:11][CH:10]([O:14][C:15]2[CH:16]=[C:17]3[C:18](=[CH:19][CH:20]=2)[NH:21][N:36]=[C:22]3[S:23]([C:26]2[C:35]3[C:30](=[CH:31][CH:32]=[CH:33][CH:34]=3)[CH:29]=[CH:28][CH:27]=2)(=[O:25])=[O:24])[CH2:9]1)[C:2]1[CH:3]=[CH:4][CH:5]=[CH:6][CH:7]=1. (2) The product is: [CH3:3][CH:2]([N:4]1[CH2:9][CH2:8][CH:7]([CH2:10][CH:11]2[CH2:12][CH2:13][NH:14][CH2:15][CH2:16]2)[CH2:6][CH2:5]1)[CH3:1]. Given the reactants [CH3:1][CH:2]([N:4]1[CH2:9][CH2:8][CH:7]([CH2:10][CH:11]2[CH2:16][CH2:15][N:14](C(OC(C)(C)C)=O)[CH2:13][CH2:12]2)[CH2:6][CH2:5]1)[CH3:3], predict the reaction product. (3) Given the reactants [F:1][C:2]1[CH:3]=[C:4]([CH2:9][C@@H:10]([C:25]2[C:30]([C:31]3[CH:32]=[C:33]([CH:37]=[CH:38][CH:39]=3)[C:34]([NH2:36])=[O:35])=[CH:29][CH:28]=[CH:27][N:26]=2)[NH:11][C:12](=[O:24])[CH2:13][C:14]2[C:22]3[C:17](=[CH:18][CH:19]=[C:20](F)C=3)NC=2)[CH:5]=[C:6]([F:8])[CH:7]=1.FC(F)(F)C(O)=O.N[C@H](C1C(C2C=C(C=CC=2)C(N)=O)=CC=CN=1)CC1C=C(F)C=C(F)C=1.[Cl:73]C1C=C(CC(O)=O)C=CC=1, predict the reaction product. The product is: [Cl:73][C:17]1[CH:22]=[C:14]([CH2:13][C:12]([NH:11][C@H:10]([C:25]2[C:30]([C:31]3[CH:32]=[C:33]([CH:37]=[CH:38][CH:39]=3)[C:34]([NH2:36])=[O:35])=[CH:29][CH:28]=[CH:27][N:26]=2)[CH2:9][C:4]2[CH:5]=[C:6]([F:8])[CH:7]=[C:2]([F:1])[CH:3]=2)=[O:24])[CH:20]=[CH:19][CH:18]=1. (4) Given the reactants [C:1]([C:4]1[O:5][CH:6]=[CH:7][CH:8]=1)(=O)[CH3:2].[NH:9]1[CH2:14][CH2:13][O:12][CH2:11][CH2:10]1.[BH4-].[Na+], predict the reaction product. The product is: [O:5]1[CH:6]=[CH:7][CH:8]=[C:4]1[CH:1]([N:9]1[CH2:14][CH2:13][O:12][CH2:11][CH2:10]1)[CH3:2]. (5) The product is: [CH3:1][S:2]([CH2:5][CH2:6][CH2:7][O:8][S:17]([CH3:16])(=[O:19])=[O:18])(=[O:4])=[O:3]. Given the reactants [CH3:1][S:2]([CH2:5][CH2:6][CH2:7][OH:8])(=[O:4])=[O:3].C(N(CC)CC)C.[CH3:16][S:17](Cl)(=[O:19])=[O:18].O, predict the reaction product.